From a dataset of Forward reaction prediction with 1.9M reactions from USPTO patents (1976-2016). Predict the product of the given reaction. (1) Given the reactants [Li]CCCC.Br[C:7]1[C:15]2[C:14]([Cl:16])=[N:13][CH:12]=[N:11][C:10]=2[N:9]([CH:17]([CH3:19])[CH3:18])[CH:8]=1.[Br:20][C:21]1[CH:22]=[N:23][CH:24]=[C:25]([CH:32]=1)[C:26](N(OC)C)=[O:27].CC(O)C, predict the reaction product. The product is: [Br:20][C:21]1[CH:32]=[C:25]([C:26]([C:7]2[C:15]3[C:14]([Cl:16])=[N:13][CH:12]=[N:11][C:10]=3[N:9]([CH:17]([CH3:19])[CH3:18])[CH:8]=2)=[O:27])[CH:24]=[N:23][CH:22]=1. (2) Given the reactants [CH2:1]([C:4]1[C:12]([N:13]([CH:16]2[CH2:21][CH2:20][N:19]([C:22]([O:24][C:25]([CH3:28])([CH3:27])[CH3:26])=[O:23])[CH2:18][CH2:17]2)[CH2:14][CH3:15])=[CH:11][CH:10]=[CH:9][C:5]=1[C:6]([OH:8])=O)[CH:2]=[CH2:3].[CH2:29]([C:33]1[CH:38]=[C:37]([CH3:39])[N:36]=[C:35]([O:40][CH3:41])[C:34]=1[CH2:42][NH2:43])[CH2:30][CH:31]=[CH2:32].C(Cl)CCl.C1C=NC2N(O)N=NC=2C=1.CN1CCOCC1, predict the reaction product. The product is: [CH2:1]([C:4]1[C:5]([C:6](=[O:8])[NH:43][CH2:42][C:34]2[C:35]([O:40][CH3:41])=[N:36][C:37]([CH3:39])=[CH:38][C:33]=2[CH2:29][CH2:30][CH:31]=[CH2:32])=[CH:9][CH:10]=[CH:11][C:12]=1[N:13]([CH2:14][CH3:15])[CH:16]1[CH2:17][CH2:18][N:19]([C:22]([O:24][C:25]([CH3:26])([CH3:28])[CH3:27])=[O:23])[CH2:20][CH2:21]1)[CH:2]=[CH2:3]. (3) Given the reactants [CH3:1][C:2]1[CH:7]=[CH:6][C:5]([S:8]([O:11][CH2:12][C@H:13]2[O:18][C:17]3[CH:19]=[C:20]([N+:25]([O-])=O)[C:21]([O:23][CH3:24])=[CH:22][C:16]=3[O:15][CH2:14]2)(=[O:10])=[O:9])=[CH:4][CH:3]=1.Cl.[H][H], predict the reaction product. The product is: [CH3:1][C:2]1[CH:7]=[CH:6][C:5]([S:8]([O:11][CH2:12][CH:13]2[O:18][C:17]3[CH:19]=[C:20]([NH2:25])[C:21]([O:23][CH3:24])=[CH:22][C:16]=3[O:15][CH2:14]2)(=[O:9])=[O:10])=[CH:4][CH:3]=1. (4) Given the reactants [CH3:1][S:2]([N:5]1[CH2:10][CH2:9][CH:8]([CH:11]([O:16][Si](CC)(CC)CC)[C:12]([F:15])([F:14])[F:13])[CH2:7][CH2:6]1)(=[O:4])=[O:3].Cl.C(=O)(O)[O-].[Na+].C(OCC)(=O)C, predict the reaction product. The product is: [CH3:1][S:2]([N:5]1[CH2:10][CH2:9][CH:8]([CH:11]([OH:16])[C:12]([F:15])([F:14])[F:13])[CH2:7][CH2:6]1)(=[O:3])=[O:4]. (5) Given the reactants CCN(C(C)C)C(C)C.[OH:10][C:11]1[CH:12]=[CH:13][CH:14]=[C:15]2[C:20]=1[O:19][C:18](=[O:21])[C:17]([C:22]([OH:24])=O)=[CH:16]2.CN(C(ON1N=NC2C=CC=NC1=2)=[N+](C)C)C.F[P-](F)(F)(F)(F)F.[CH2:49]([O:51][C:52]1[C:57]([C:58]2[CH:59]=[C:60]([NH2:64])[CH:61]=[CH:62][CH:63]=2)=[CH:56][CH:55]=[CH:54][N:53]=1)[CH3:50], predict the reaction product. The product is: [CH2:49]([O:51][C:52]1[C:57]([C:58]2[CH:59]=[C:60]([NH:64][C:22]([C:17]3[C:18](=[O:21])[O:19][C:20]4[C:15]([CH:16]=3)=[CH:14][CH:13]=[CH:12][C:11]=4[OH:10])=[O:24])[CH:61]=[CH:62][CH:63]=2)=[CH:56][CH:55]=[CH:54][N:53]=1)[CH3:50].